From a dataset of Catalyst prediction with 721,799 reactions and 888 catalyst types from USPTO. Predict which catalyst facilitates the given reaction. (1) Reactant: [CH2:1]([O:8][C:9]1[C:13]([C:14](OCC)=[O:15])=[CH:12][N:11]([C:19]2[CH:24]=[CH:23][CH:22]=[CH:21][CH:20]=2)[N:10]=1)[C:2]1[CH:7]=[CH:6][CH:5]=[CH:4][CH:3]=1.[H-].[Li+].[Al+3].[H-].[H-].[H-].O.O.O.O.O.O.O.O.O.O.[O-]S([O-])(=O)=O.[Na+].[Na+]. Product: [CH2:1]([O:8][C:9]1[C:13]([CH2:14][OH:15])=[CH:12][N:11]([C:19]2[CH:24]=[CH:23][CH:22]=[CH:21][CH:20]=2)[N:10]=1)[C:2]1[CH:3]=[CH:4][CH:5]=[CH:6][CH:7]=1. The catalyst class is: 7. (2) Reactant: [NH2:1][C:2]1[CH:3]=[C:4]2[C:9](=[CH:10][CH:11]=1)[N:8]=[C:7]([CH2:12][CH:13]([CH3:15])[CH3:14])[C:6]([CH2:16][NH:17][C:18](=[O:24])[O:19][C:20]([CH3:23])([CH3:22])[CH3:21])=[C:5]2[C:25]1[CH:30]=[CH:29][C:28]([CH3:31])=[CH:27][CH:26]=1.[C:32](Cl)(=[O:34])[CH3:33].C(N(CC)CC)C.O. Product: [C:32]([NH:1][C:2]1[CH:3]=[C:4]2[C:9](=[CH:10][CH:11]=1)[N:8]=[C:7]([CH2:12][CH:13]([CH3:15])[CH3:14])[C:6]([CH2:16][NH:17][C:18](=[O:24])[O:19][C:20]([CH3:23])([CH3:21])[CH3:22])=[C:5]2[C:25]1[CH:26]=[CH:27][C:28]([CH3:31])=[CH:29][CH:30]=1)(=[O:34])[CH3:33]. The catalyst class is: 7. (3) Reactant: [OH:1][C:2]1[C:11]2[C:6](=[CH:7][CH:8]=[CH:9][CH:10]=2)[C:5]([NH:12][C:13](=[O:19])[O:14][C:15]([CH3:18])([CH3:17])[CH3:16])=[CH:4][CH:3]=1.C1CCN2C(=NCCC2)CC1.[Cl:31][C:32]1[C:37]([N+:38]([O-:40])=[O:39])=[C:36](Cl)[N:35]=[CH:34][N:33]=1. Product: [Cl:31][C:32]1[N:33]=[CH:34][N:35]=[C:36]([O:1][C:2]2[C:11]3[C:6](=[CH:7][CH:8]=[CH:9][CH:10]=3)[C:5]([NH:12][C:13](=[O:19])[O:14][C:15]([CH3:16])([CH3:18])[CH3:17])=[CH:4][CH:3]=2)[C:37]=1[N+:38]([O-:40])=[O:39]. The catalyst class is: 23. (4) Reactant: [NH2:1][C:2]1[C:11]([NH2:12])=[CH:10][C:9]([N:13]2[CH2:18][CH2:17][O:16][CH2:15][CH2:14]2)=[CH:8][C:3]=1[C:4]([O:6][CH3:7])=[O:5].[F:19][CH:20]([F:24])[C:21](O)=O. Product: [F:19][CH:20]([F:24])[C:21]1[NH:1][C:2]2[C:3]([C:4]([O:6][CH3:7])=[O:5])=[CH:8][C:9]([N:13]3[CH2:18][CH2:17][O:16][CH2:15][CH2:14]3)=[CH:10][C:11]=2[N:12]=1. The catalyst class is: 11. (5) Reactant: Br[C:2]1[N:6]2[CH:7]=[CH:8][C:9]([CH3:11])=[CH:10][C:5]2=[N:4][CH:3]=1.[NH2:12][C:13]1[CH:14]=[C:15](B(O)O)[CH:16]=[CH:17][CH:18]=1.O. Product: [NH2:12][C:13]1[CH:18]=[C:17]([C:2]2[N:6]3[CH:7]=[CH:8][C:9]([CH3:11])=[CH:10][C:5]3=[N:4][CH:3]=2)[CH:16]=[CH:15][CH:14]=1. The catalyst class is: 57. (6) Reactant: [Cl:1][C:2]1[CH:7]=[CH:6][CH:5]=[C:4]([F:8])[C:3]=1[C:9]1[NH:13][C:12](=[O:14])[N:11]([C:15]2[CH:24]=[CH:23][C:18]([C:19]([O:21]C)=O)=[CH:17][CH:16]=2)[N:10]=1.[Cl:25][C:26]1[CH:35]=[CH:34][C:29]([C:30](=[N:32]O)[NH2:31])=[CH:28][CH:27]=1.[H-].[Na+]. Product: [Cl:1][C:2]1[CH:7]=[CH:6][CH:5]=[C:4]([F:8])[C:3]=1[C:9]1[NH:13][C:12](=[O:14])[N:11]([C:15]2[CH:24]=[CH:23][C:18]([C:19]3[O:21][N:32]=[C:30]([C:29]4[CH:34]=[CH:35][C:26]([Cl:25])=[CH:27][CH:28]=4)[N:31]=3)=[CH:17][CH:16]=2)[N:10]=1. The catalyst class is: 1. (7) Reactant: CN(C)[CH:3]=[CH:4][C:5]([C:7]1[O:8][CH:9]=[CH:10][CH:11]=1)=O.[C:13]([CH2:15][C:16]([NH2:18])=[O:17])#[N:14].C(=O)([O-])[O-].[K+].[K+].Cl. Product: [O:8]1[CH:9]=[CH:10][CH:11]=[C:7]1[C:5]1[NH:18][C:16](=[O:17])[C:15]([C:13]#[N:14])=[CH:3][CH:4]=1. The catalyst class is: 58.